This data is from Peptide-MHC class I binding affinity with 185,985 pairs from IEDB/IMGT. The task is: Regression. Given a peptide amino acid sequence and an MHC pseudo amino acid sequence, predict their binding affinity value. This is MHC class I binding data. (1) The peptide sequence is FAILVVSLL. The binding affinity (normalized) is 0.0794. The MHC is H-2-Db with pseudo-sequence H-2-Db. (2) The peptide sequence is FAAPHRGVA. The binding affinity (normalized) is 0.0847. The MHC is HLA-B27:03 with pseudo-sequence HLA-B27:03.